This data is from Catalyst prediction with 721,799 reactions and 888 catalyst types from USPTO. The task is: Predict which catalyst facilitates the given reaction. Reactant: Cl.[CH3:2][S:3]([C:6]1[CH:11]=[CH:10][C:9]([N:12]2[CH:17]=[CH:16][C:15]([O:18][CH:19]3[CH2:24][CH2:23][NH:22][CH2:21][CH2:20]3)=[CH:14][C:13]2=[O:25])=[CH:8][CH:7]=1)(=[O:5])=[O:4].C(N(C(C)C)CC)(C)C.Cl[C:36]([O:38][C:39]1[CH:44]=[CH:43][C:42]([Br:45])=[CH:41][CH:40]=1)=[O:37]. Product: [CH3:2][S:3]([C:6]1[CH:11]=[CH:10][C:9]([N:12]2[CH:17]=[CH:16][C:15]([O:18][CH:19]3[CH2:24][CH2:23][N:22]([C:36]([O:38][C:39]4[CH:44]=[CH:43][C:42]([Br:45])=[CH:41][CH:40]=4)=[O:37])[CH2:21][CH2:20]3)=[CH:14][C:13]2=[O:25])=[CH:8][CH:7]=1)(=[O:4])=[O:5]. The catalyst class is: 2.